Dataset: Forward reaction prediction with 1.9M reactions from USPTO patents (1976-2016). Task: Predict the product of the given reaction. (1) Given the reactants [CH:1]1([C:7]([C:9]2[O:10][C:11]3[CH:18]=[CH:17][C:16]([N:19]4[CH2:24][CH2:23][S:22][CH2:21][CH2:20]4)=[CH:15][C:12]=3[C:13]=2[CH3:14])=[O:8])[CH2:6][CH2:5][CH2:4][CH2:3][CH2:2]1.[BH4-].[Na+], predict the reaction product. The product is: [CH:1]1([CH:7]([C:9]2[O:10][C:11]3[CH:18]=[CH:17][C:16]([N:19]4[CH2:24][CH2:23][S:22][CH2:21][CH2:20]4)=[CH:15][C:12]=3[C:13]=2[CH3:14])[OH:8])[CH2:6][CH2:5][CH2:4][CH2:3][CH2:2]1. (2) Given the reactants [C:1]([C:5]1[N:10]=[CH:9][C:8]([C:11]2[N:12]([C:32]([N:34]3[CH2:39][CH2:38][CH:37]([CH2:40][C:41]([OH:43])=O)[CH2:36][CH2:35]3)=[O:33])[C@@:13]([C:25]3[CH:30]=[CH:29][C:28]([Cl:31])=[CH:27][CH:26]=3)([CH3:24])[C@@:14]([C:17]3[CH:22]=[CH:21][C:20]([Cl:23])=[CH:19][CH:18]=3)([CH3:16])[N:15]=2)=[C:7]([O:44][CH2:45][CH3:46])[CH:6]=1)([CH3:4])([CH3:3])[CH3:2].[F:47][C:48]1[CH:53]=[CH:52][CH:51]=[CH:50][C:49]=1[C@@H:54]([NH2:56])[CH3:55], predict the reaction product. The product is: [C:1]([C:5]1[N:10]=[CH:9][C:8]([C:11]2[N:12]([C:32]([N:34]3[CH2:35][CH2:36][CH:37]([CH2:40][C:41]([NH:56][C@H:54]([C:49]4[CH:50]=[CH:51][CH:52]=[CH:53][C:48]=4[F:47])[CH3:55])=[O:43])[CH2:38][CH2:39]3)=[O:33])[C@@:13]([C:25]3[CH:30]=[CH:29][C:28]([Cl:31])=[CH:27][CH:26]=3)([CH3:24])[C@@:14]([C:17]3[CH:22]=[CH:21][C:20]([Cl:23])=[CH:19][CH:18]=3)([CH3:16])[N:15]=2)=[C:7]([O:44][CH2:45][CH3:46])[CH:6]=1)([CH3:4])([CH3:2])[CH3:3]. (3) Given the reactants [OH:1][CH2:2][C:3]1[CH:8]=[CH:7][C:6]([C:9]([F:12])([F:11])[F:10])=[CH:5][CH:4]=1.Cl[C:14]1[N:15]=[C:16]([OH:24])[C:17]2[CH:23]=[CH:22][N:21]=[CH:20][C:18]=2[N:19]=1, predict the reaction product. The product is: [F:12][C:9]([F:10])([F:11])[C:6]1[CH:5]=[CH:4][C:3]([CH2:2][O:1][C:14]2[N:15]=[C:16]([OH:24])[C:17]3[CH:23]=[CH:22][N:21]=[CH:20][C:18]=3[N:19]=2)=[CH:8][CH:7]=1. (4) The product is: [N:6]1([CH:4]2[CH2:5][N:2]([CH2:11][CH:13]3[CH2:18][CH2:17][N:16]([C:19]([O:21][C:22]([CH3:23])([CH3:25])[CH3:24])=[O:20])[CH2:15][CH2:14]3)[CH2:3]2)[CH:10]=[CH:9][CH:8]=[N:7]1. Given the reactants Cl.[NH:2]1[CH2:5][CH:4]([N:6]2[CH:10]=[CH:9][CH:8]=[N:7]2)[CH2:3]1.[CH:11]([CH:13]1[CH2:18][CH2:17][N:16]([C:19]([O:21][C:22]([CH3:25])([CH3:24])[CH3:23])=[O:20])[CH2:15][CH2:14]1)=O.C(O[BH-](OC(=O)C)OC(=O)C)(=O)C.[Na+], predict the reaction product. (5) Given the reactants Cl[C:2]1[C:11]2=[N:12][N:13](CC3C=CC(OC)=CC=3)[CH:14]=[C:10]2[C:9]2[CH:8]=[C:7]([O:24][CH3:25])[CH:6]=[CH:5][C:4]=2[N:3]=1.[NH2:26][C:27]1[CH:32]=[CH:31][C:30]([S:33]([N:36]([CH3:38])[CH3:37])(=[O:35])=[O:34])=[CH:29][CH:28]=1.Cl, predict the reaction product. The product is: [CH3:25][O:24][C:7]1[CH:6]=[CH:5][C:4]2[N:3]=[C:2]([NH:26][C:27]3[CH:32]=[CH:31][C:30]([S:33]([N:36]([CH3:38])[CH3:37])(=[O:35])=[O:34])=[CH:29][CH:28]=3)[C:11]3=[N:12][NH:13][CH:14]=[C:10]3[C:9]=2[CH:8]=1. (6) Given the reactants [Cl:1][C:2]1[CH:3]=[C:4]([C:9]2([OH:21])[CH2:13][CH2:12][N:11](C(OC(C)(C)C)=O)[CH2:10]2)[CH:5]=[C:6]([F:8])[CH:7]=1.FC(F)(F)C(O)=O.C(=O)([O-])[O-].[Na+].[Na+], predict the reaction product. The product is: [Cl:1][C:2]1[CH:3]=[C:4]([C:9]2([OH:21])[CH2:13][CH2:12][NH:11][CH2:10]2)[CH:5]=[C:6]([F:8])[CH:7]=1. (7) The product is: [NH2:4][C@H:3]([C:2]([OH:10])=[O:1])[CH2:5][CH2:7][C:13](=[O:16])[OH:15]. Given the reactants [OH:1][CH:2]1[O:10][C@H](CO)[C@@H:7](O)[C@H:5](O)[C@H:3]1[NH2:4].[C:13]([O-:16])([OH:15])=O.[Na+], predict the reaction product.